This data is from Catalyst prediction with 721,799 reactions and 888 catalyst types from USPTO. The task is: Predict which catalyst facilitates the given reaction. Reactant: [F:1][C:2]1[CH:3]=[C:4]2[C:9](=[CH:10][C:11]=1[CH:12]([CH2:15][OH:16])[CH2:13]O)[O:8][CH2:7][CH:6]([CH2:17][CH2:18][CH3:19])[CH2:5]2.C([Li])CCC.C1(C)C=CC(S(Cl)(=O)=O)=CC=1. Product: [F:1][C:2]1[CH:3]=[C:4]2[C:9](=[CH:10][C:11]=1[CH:12]1[CH2:15][O:16][CH2:13]1)[O:8][CH2:7][CH:6]([CH2:17][CH2:18][CH3:19])[CH2:5]2. The catalyst class is: 134.